From a dataset of NCI-60 drug combinations with 297,098 pairs across 59 cell lines. Regression. Given two drug SMILES strings and cell line genomic features, predict the synergy score measuring deviation from expected non-interaction effect. (1) Drug 1: C#CCC(CC1=CN=C2C(=N1)C(=NC(=N2)N)N)C3=CC=C(C=C3)C(=O)NC(CCC(=O)O)C(=O)O. Drug 2: CCN(CC)CCCC(C)NC1=C2C=C(C=CC2=NC3=C1C=CC(=C3)Cl)OC. Cell line: SK-MEL-28. Synergy scores: CSS=0.884, Synergy_ZIP=-2.95, Synergy_Bliss=-2.66, Synergy_Loewe=-2.99, Synergy_HSA=-4.17. (2) Drug 1: CCCS(=O)(=O)NC1=C(C(=C(C=C1)F)C(=O)C2=CNC3=C2C=C(C=N3)C4=CC=C(C=C4)Cl)F. Drug 2: C1=CC=C(C(=C1)C(C2=CC=C(C=C2)Cl)C(Cl)Cl)Cl. Cell line: NCI-H522. Synergy scores: CSS=12.2, Synergy_ZIP=1.15, Synergy_Bliss=7.98, Synergy_Loewe=7.52, Synergy_HSA=7.54. (3) Drug 1: C(CC(=O)O)C(=O)CN.Cl. Drug 2: COCCOC1=C(C=C2C(=C1)C(=NC=N2)NC3=CC=CC(=C3)C#C)OCCOC.Cl. Cell line: SF-268. Synergy scores: CSS=20.4, Synergy_ZIP=-6.56, Synergy_Bliss=1.55, Synergy_Loewe=1.99, Synergy_HSA=1.44. (4) Drug 2: CN1C(=O)N2C=NC(=C2N=N1)C(=O)N. Drug 1: CC1OCC2C(O1)C(C(C(O2)OC3C4COC(=O)C4C(C5=CC6=C(C=C35)OCO6)C7=CC(=C(C(=C7)OC)O)OC)O)O. Synergy scores: CSS=14.1, Synergy_ZIP=0.823, Synergy_Bliss=2.18, Synergy_Loewe=-13.1, Synergy_HSA=-0.771. Cell line: HCC-2998.